Dataset: Catalyst prediction with 721,799 reactions and 888 catalyst types from USPTO. Task: Predict which catalyst facilitates the given reaction. Reactant: [CH3:1][C@H:2]([OH:9])[CH2:3][CH2:4][CH2:5][CH2:6][CH2:7][CH3:8].C1(P(C2C=CC=CC=2)C2C=CC=CC=2)C=CC=CC=1.[N+:29]([C:32]1[CH:40]=[CH:39][C:35]([C:36](O)=[O:37])=[CH:34][CH:33]=1)([O-:31])=[O:30].COCCOC(N=NC(OCCOC)=O)=O. Product: [N+:29]([C:32]1[CH:33]=[CH:34][C:35]([C:36]([O:9][C@@H:2]([CH2:3][CH2:4][CH2:5][CH2:6][CH2:7][CH3:8])[CH3:1])=[O:37])=[CH:39][CH:40]=1)([O-:31])=[O:30].[CH3:1][C@H:2]([OH:9])[CH2:3][CH2:4][CH2:5][CH2:6][CH2:7][CH3:8]. The catalyst class is: 47.